This data is from Full USPTO retrosynthesis dataset with 1.9M reactions from patents (1976-2016). The task is: Predict the reactants needed to synthesize the given product. (1) Given the product [CH3:37][C:33]1[N:34]=[C:35]([CH3:36])[N:16]2[C:17]=1[C:18]([NH:20][C:21]1[CH:26]=[C:25]([O:27][CH3:28])[C:24]([O:29][CH3:30])=[C:23]([O:31][CH3:32])[CH:22]=1)=[N:19][C:14]([C:11]1[CH:12]=[N:13][C:8]([N:1]3[CH2:6][CH2:5][O:4][CH2:3][CH2:2]3)=[CH:9][CH:10]=1)=[N:15]2, predict the reactants needed to synthesize it. The reactants are: [NH:1]1[CH2:6][CH2:5][O:4][CH2:3][CH2:2]1.Cl[C:8]1[N:13]=[CH:12][C:11]([C:14]2[N:19]=[C:18]([NH:20][C:21]3[CH:26]=[C:25]([O:27][CH3:28])[C:24]([O:29][CH3:30])=[C:23]([O:31][CH3:32])[CH:22]=3)[C:17]3=[C:33]([CH3:37])[N:34]=[C:35]([CH3:36])[N:16]3[N:15]=2)=[CH:10][CH:9]=1.C(=O)([O-])[O-].[K+].[K+]. (2) Given the product [CH:1]1([CH2:4][N:5]2[C:13]3[N:12]=[C:11]([CH2:14][C:15]4[CH:16]=[CH:17][C:18]([NH:21][CH3:32])=[CH:19][CH:20]=4)[NH:10][C:9]=3[C:8](=[O:22])[N:7]([CH2:23][C:24]3[CH:29]=[CH:28][CH:27]=[CH:26][C:25]=3[F:30])[C:6]2=[O:31])[CH2:3][CH2:2]1, predict the reactants needed to synthesize it. The reactants are: [CH:1]1([CH2:4][N:5]2[C:13]3[N:12]=[C:11]([CH2:14][C:15]4[CH:20]=[CH:19][C:18]([NH2:21])=[CH:17][CH:16]=4)[NH:10][C:9]=3[C:8](=[O:22])[N:7]([CH2:23][C:24]3[CH:29]=[CH:28][CH:27]=[CH:26][C:25]=3[F:30])[C:6]2=[O:31])[CH2:3][CH2:2]1.[CH2:32]=O. (3) The reactants are: [F:1][C:2]1[CH:11]=[C:10]([CH:12]=[O:13])[C:9]([CH3:14])=[CH:8][C:3]=1[C:4](OC)=[O:5].O.[CH3:16][N:17](C=O)C. Given the product [F:1][C:2]1[CH:11]=[C:10]([CH:12]=[O:13])[C:9]([CH3:14])=[CH:8][C:3]=1[C:4]([NH:17][CH3:16])=[O:5], predict the reactants needed to synthesize it. (4) Given the product [NH2:11][CH2:14][CH:4]([OH:5])[C:3]1[C:2]([Cl:1])=[CH:9][CH:8]=[CH:7][C:6]=1[Cl:10], predict the reactants needed to synthesize it. The reactants are: [Cl:1][C:2]1[CH:9]=[CH:8][CH:7]=[C:6]([Cl:10])[C:3]=1[CH:4]=[O:5].[N+:11]([CH3:14])([O-])=O. (5) Given the product [NH2:16][C:11]1[CH:10]=[C:9]([C:6]2[CH:7]=[CH:8][C:3]([O:2][CH3:1])=[CH:4][CH:5]=2)[CH:14]=[CH:13][C:12]=1[CH3:15], predict the reactants needed to synthesize it. The reactants are: [CH3:1][O:2][C:3]1[CH:8]=[CH:7][C:6]([C:9]2[CH:14]=[CH:13][C:12]([CH3:15])=[C:11]([N+:16]([O-])=O)[CH:10]=2)=[CH:5][CH:4]=1. (6) Given the product [ClH:12].[Cl:12][C:11]1[CH:7]=[C:3]([C:4]([NH2:6])=[O:5])[C:1](=[NH:2])[N:24]([C@@H:22]([C:17]2[CH:18]=[CH:19][CH:20]=[CH:21][C:16]=2[F:15])[CH3:23])[CH:10]=1, predict the reactants needed to synthesize it. The reactants are: [C:1]([CH:3]([CH:7]1[C:11]([Cl:12])=[C:10](Cl)C(=O)O1)[C:4]([NH2:6])=[O:5])#[N:2].[F:15][C:16]1[CH:21]=[CH:20][CH:19]=[CH:18][C:17]=1[C@H:22]([NH2:24])[CH3:23].C(=O)([O-])[O-].[K+].[K+]. (7) Given the product [NH:10]1[C:14]2=[N:15][CH:16]=[CH:17][CH:18]=[C:13]2[CH:12]=[C:11]1[CH:19]=[O:20], predict the reactants needed to synthesize it. The reactants are: C1(S([N:10]2[C:14]3=[N:15][CH:16]=[CH:17][CH:18]=[C:13]3[CH:12]=[C:11]2[CH:19]=[O:20])(=O)=O)C=CC=CC=1.[OH-].[K+]. (8) Given the product [C:11]1([C:8]2[CH:9]=[CH:10][N:6]3[C:7]=2[C:2]([NH:38][CH2:39][C:44]2[CH:43]=[CH:42][CH:41]=[CH:40][N:45]=2)=[N:3][C:4]([C:17]2[CH:18]=[C:19]([S:23]([NH2:26])(=[O:25])=[O:24])[CH:20]=[N:21][CH:22]=2)=[N:5]3)[CH:16]=[CH:15][CH:14]=[CH:13][CH:12]=1, predict the reactants needed to synthesize it. The reactants are: O[C:2]1[C:7]2=[C:8]([C:11]3[CH:16]=[CH:15][CH:14]=[CH:13][CH:12]=3)[CH:9]=[CH:10][N:6]2[N:5]=[C:4]([C:17]2[CH:18]=[C:19]([S:23]([NH2:26])(=[O:25])=[O:24])[CH:20]=[N:21][CH:22]=2)[N:3]=1.CN([P+](O[N:38]1N=[N:45][C:40]2[CH:41]=[CH:42][CH:43]=[CH:44][C:39]1=2)(N(C)C)N(C)C)C.F[P-](F)(F)(F)(F)F.CCN(C(C)C)C(C)C.N1C=CC=CC=1CN. (9) Given the product [F:2][C:3]1[CH:8]=[CH:7][C:6]([CH2:9][CH2:10][CH2:11][OH:12])=[CH:5][C:4]=1[C:14]([F:15])([F:16])[F:17], predict the reactants needed to synthesize it. The reactants are: B.[F:2][C:3]1[CH:8]=[CH:7][C:6]([CH2:9][CH2:10][C:11](O)=[O:12])=[CH:5][C:4]=1[C:14]([F:17])([F:16])[F:15].